This data is from Reaction yield outcomes from USPTO patents with 853,638 reactions. The task is: Predict the reaction yield, written as a fraction of the theoretical maximum amount of product (1.0 means a 100% yield; for example, 0.34 means a 34% yield). (1) The reactants are [CH2:1]([N:9]1[CH:13]=[N:12][N:11]=[N:10]1)[CH2:2][CH2:3][CH2:4][CH2:5][CH2:6][CH2:7][CH3:8].[OH-].[Na+].[I:16]I. The catalyst is C1(C)C=CC=CC=1. The product is [CH2:1]([N:9]1[C:13]([I:16])=[N:12][N:11]=[N:10]1)[CH2:2][CH2:3][CH2:4][CH2:5][CH2:6][CH2:7][CH3:8]. The yield is 0.200. (2) The product is [CH2:1]([C:8]1[C:9]([NH:22][C:32]([NH:31][C:28]2[CH:29]=[CH:30][C:25]([O:24][CH3:23])=[CH:26][CH:27]=2)=[O:33])=[N:10][CH:11]=[C:12]([C:14]2[CH:19]=[CH:18][C:17]([O:20][CH3:21])=[CH:16][CH:15]=2)[N:13]=1)[C:2]1[CH:7]=[CH:6][CH:5]=[CH:4][CH:3]=1. The yield is 0.592. The catalyst is ClCCCl. The reactants are [CH2:1]([C:8]1[C:9]([NH2:22])=[N:10][CH:11]=[C:12]([C:14]2[CH:19]=[CH:18][C:17]([O:20][CH3:21])=[CH:16][CH:15]=2)[N:13]=1)[C:2]1[CH:7]=[CH:6][CH:5]=[CH:4][CH:3]=1.[CH3:23][O:24][C:25]1[CH:30]=[CH:29][C:28]([N:31]=[C:32]=[O:33])=[CH:27][CH:26]=1. (3) The reactants are COC1C=CC2C(=CC=CC=2)C=1.[C:13]([C:16]1[CH:21]=[CH:20][C:19]([O:22]CC)=[CH:18][CH:17]=1)([OH:15])=[O:14]. No catalyst specified. The product is [OH:22][C:19]1[CH:20]=[CH:21][C:16]([C:13]([OH:15])=[O:14])=[CH:17][CH:18]=1. The yield is 0.612. (4) The reactants are Br[C:2]1[CH:7]=[C:6]([CH3:8])[CH:5]=[C:4]([N+:9]([O-:11])=[O:10])[C:3]=1OC.[C:14]([C:17]1[CH:18]=C(B(O)O)[CH:20]=[CH:21][CH:22]=1)(O)=O.[C:26](=[O:29])([O-])[O-:27].[Na+].[Na+].[O:32]1CCOC[CH2:33]1. The catalyst is C1C=CC([P]([Pd]([P](C2C=CC=CC=2)(C2C=CC=CC=2)C2C=CC=CC=2)([P](C2C=CC=CC=2)(C2C=CC=CC=2)C2C=CC=CC=2)[P](C2C=CC=CC=2)(C2C=CC=CC=2)C2C=CC=CC=2)(C2C=CC=CC=2)C2C=CC=CC=2)=CC=1. The product is [CH3:33][O:32][C:20]1[CH:21]=[CH:22][C:17]([CH3:14])=[CH:18][C:8]=1[C:6]1[CH2:5][C:4]([N+:9]([O-:11])=[O:10])([C:26]([OH:27])=[O:29])[CH:3]=[CH:2][CH:7]=1. The yield is 0.881. (5) The reactants are [Cl:1][C:2]1[CH:3]=[CH:4][C:5]([CH3:28])=[C:6]([C@H:8]([O:20][CH2:21][CH2:22][NH:23][C:24]([O:26][CH3:27])=[O:25])[C:9]2[CH:10]=[C:11]([CH:17]=[CH:18][CH:19]=2)[C:12]([O:14]CC)=[O:13])[CH:7]=1.[Li+].[OH-]. The catalyst is C1COCC1.CO. The product is [Cl:1][C:2]1[CH:3]=[CH:4][C:5]([CH3:28])=[C:6]([C@H:8]([O:20][CH2:21][CH2:22][NH:23][C:24]([O:26][CH3:27])=[O:25])[C:9]2[CH:10]=[C:11]([CH:17]=[CH:18][CH:19]=2)[C:12]([OH:14])=[O:13])[CH:7]=1. The yield is 0.910. (6) The reactants are Br[CH:2]([CH2:7][CH2:8]Br)[C:3]([O:5][CH3:6])=[O:4].[S:10]1[CH2:15][CH2:14][CH:13]([NH2:16])[CH2:12][CH2:11]1. No catalyst specified. The product is [S:10]1[CH2:15][CH2:14][CH:13]([N:16]2[CH2:8][CH2:7][CH:2]2[C:3]([O:5][CH3:6])=[O:4])[CH2:12][CH2:11]1. The yield is 0.350. (7) The reactants are [Cl:1][C:2]1[N:3]=[C:4]([N:12]2[CH2:17][CH2:16][O:15][CH2:14][CH2:13]2)[C:5]2[CH2:10][O:9][C:8](=[O:11])[C:6]=2[N:7]=1.[CH2:18]([Mg]Br)[CH3:19].CCOC(C)=O. The catalyst is C1COCC1.CC(C)[O-].CC(C)[O-].CC(C)[O-].[Cl-].[Ti+4]. The product is [Cl:1][C:2]1[N:7]=[C:6]([C:8]2([OH:11])[CH2:19][CH2:18]2)[C:5]([CH2:10][OH:9])=[C:4]([N:12]2[CH2:17][CH2:16][O:15][CH2:14][CH2:13]2)[N:3]=1. The yield is 0.377. (8) The catalyst is O1CCCC1. The yield is 0.300. The product is [CH2:1]([N:8]1[CH2:12][CH2:11][N:10]([C:13]2[S:14][C:15]([C:19]([NH2:24])=[O:20])=[C:16]([CH3:18])[N:17]=2)[C:9]1=[O:22])[C:2]1[CH:7]=[CH:6][CH:5]=[CH:4][CH:3]=1. The reactants are [CH2:1]([N:8]1[CH2:12][CH2:11][N:10]([C:13]2[S:14][C:15]([C:19](O)=[O:20])=[C:16]([CH3:18])[N:17]=2)[C:9]1=[O:22])[C:2]1[CH:7]=[CH:6][CH:5]=[CH:4][CH:3]=1.C[N:24]1CCOCC1.ClC(OCC(C)C)=O.N. (9) The reactants are [NH:1]1[C:9]2[C:4](=[CH:5][CH:6]=[CH:7][C:8]=2[NH:10][S:11]([CH3:14])(=[O:13])=[O:12])[CH:3]=[CH:2]1.C(O)(C(F)(F)F)=O.[NH:22]1[C:26]2[CH:27]=[CH:28][C:29]([C:31](O)([CH2:34][CH3:35])[CH2:32][CH3:33])=[CH:30][C:25]=2[N:24]=[N:23]1. The catalyst is C(Cl)Cl. The product is [N:22]1[C:26]2[CH:27]=[CH:28][C:29]([C:31]([C:3]3[C:4]4[C:9](=[C:8]([NH:10][S:11]([CH3:14])(=[O:12])=[O:13])[CH:7]=[CH:6][CH:5]=4)[NH:1][CH:2]=3)([CH2:34][CH3:35])[CH2:32][CH3:33])=[CH:30][C:25]=2[NH:24][N:23]=1. The yield is 0.600. (10) The reactants are [C:1]([C:4]1[N:9]=[C:8]([C:10]([O:12][CH3:13])=[O:11])[C:7]([O:14][CH3:15])=[C:6]([NH2:16])[CH:5]=1)(=[O:3])[CH3:2].[BH4-].[Na+].C([O-])(O)=O.[Na+]. The catalyst is CO. The product is [NH2:16][C:6]1[CH:5]=[C:4]([CH:1]([OH:3])[CH3:2])[N:9]=[C:8]([C:10]([O:12][CH3:13])=[O:11])[C:7]=1[O:14][CH3:15]. The yield is 0.724.